Dataset: Full USPTO retrosynthesis dataset with 1.9M reactions from patents (1976-2016). Task: Predict the reactants needed to synthesize the given product. (1) The reactants are: [OH:1][C:2]1[C:7]([CH2:8][CH2:9][CH3:10])=[C:6]([OH:11])[CH:5]=[CH:4][C:3]=1[C:12](=[O:14])[CH3:13].[H-].[Na+].Br[CH2:18][C:19]1[CH:24]=[CH:23][C:22]([S:25]([NH:28][C:29]2[CH:34]=[CH:33][CH:32]=[C:31]([C:35]#[N:36])[CH:30]=2)(=[O:27])=[O:26])=[CH:21][CH:20]=1. Given the product [C:12]([C:3]1[CH:4]=[CH:5][C:6]([O:11][CH2:18][C:19]2[CH:24]=[CH:23][C:22]([S:25]([NH:28][C:29]3[CH:34]=[CH:33][CH:32]=[C:31]([C:35]#[N:36])[CH:30]=3)(=[O:27])=[O:26])=[CH:21][CH:20]=2)=[C:7]([CH2:8][CH2:9][CH3:10])[C:2]=1[OH:1])(=[O:14])[CH3:13], predict the reactants needed to synthesize it. (2) Given the product [CH3:18][N:19]([CH2:6][CH:7]1[CH2:10][N:9]([C:11]([O:13][C:14]([CH3:17])([CH3:16])[CH3:15])=[O:12])[CH2:8]1)[CH3:20], predict the reactants needed to synthesize it. The reactants are: CS(O[CH2:6][CH:7]1[CH2:10][N:9]([C:11]([O:13][C:14]([CH3:17])([CH3:16])[CH3:15])=[O:12])[CH2:8]1)(=O)=O.[CH3:18][NH:19][CH3:20]. (3) The reactants are: Cl[C:2]1[C:3]2[S:10][CH:9]=[C:8]([C:11]([NH:13][C:14]3[C:19]([F:20])=[CH:18][CH:17]=[C:16]([N:21]([CH2:28][C:29]4[CH:34]=[CH:33][C:32]([O:35][CH3:36])=[CH:31][CH:30]=4)[S:22]([CH2:25][CH2:26][CH3:27])(=[O:24])=[O:23])[C:15]=3[F:37])=[O:12])[C:4]=2[N:5]=[CH:6][N:7]=1.[CH3:38][NH2:39]. Given the product [F:37][C:15]1[C:16]([N:21]([CH2:28][C:29]2[CH:34]=[CH:33][C:32]([O:35][CH3:36])=[CH:31][CH:30]=2)[S:22]([CH2:25][CH2:26][CH3:27])(=[O:23])=[O:24])=[CH:17][CH:18]=[C:19]([F:20])[C:14]=1[NH:13][C:11]([C:8]1[C:4]2[N:5]=[CH:6][N:7]=[C:2]([NH:39][CH3:38])[C:3]=2[S:10][CH:9]=1)=[O:12], predict the reactants needed to synthesize it. (4) Given the product [Cl:3][C:4]1[CH:5]=[CH:6][C:7]2[N:13]([CH2:14][C:15]([CH3:18])([CH3:17])[CH3:16])[C:12](=[O:19])[C@@H:11]([CH2:20][C:21]3[N:39]=[C:41]([Cl:40])[S:44][N:22]=3)[O:10][C@H:9]([C:24]3[CH:29]=[CH:28][CH:27]=[C:26]([O:30][CH3:31])[C:25]=3[O:32][CH3:33])[C:8]=2[CH:34]=1, predict the reactants needed to synthesize it. The reactants are: CI.[Cl:3][C:4]1[CH:5]=[CH:6][C:7]2[N:13]([CH2:14][C:15]([CH3:18])([CH3:17])[CH3:16])[C:12](=[O:19])[C@@H:11]([CH2:20][C:21](=S)[NH2:22])[O:10][C@H:9]([C:24]3[CH:29]=[CH:28][CH:27]=[C:26]([O:30][CH3:31])[C:25]=3[O:32][CH3:33])[C:8]=2[CH:34]=1.C([O-])(=O)C.[NH4+:39].[Cl:40][C:41]([SH:44])(Cl)Cl.[OH-].[Na+]. (5) Given the product [Cl:1][C:2]1[C:3](=[O:21])[NH:4][N:5]=[CH:6][C:7]=1[O:8][C:9]1[CH:14]=[CH:13][CH:12]=[CH:11][CH:10]=1, predict the reactants needed to synthesize it. The reactants are: [Cl:1][C:2]1[C:3](=[O:21])[N:4](C2CCCCO2)[N:5]=[CH:6][C:7]=1[O:8][C:9]1[CH:14]=[CH:13][CH:12]=[CH:11][CH:10]=1.Cl. (6) Given the product [NH2:34][C:32]1[N:31]=[CH:30][N:29]=[C:28]2[N:27]([CH:15]([C:11]3[C:10]([C:18]4[CH:23]=[CH:22][CH:21]=[CH:20][CH:19]=4)=[N:9][N:8]([CH2:1][C:2]4[CH:7]=[CH:6][CH:5]=[CH:4][CH:3]=4)[C:13](=[O:14])[CH:12]=3)[CH3:16])[N:26]=[C:25]([I:24])[C:33]=12, predict the reactants needed to synthesize it. The reactants are: [CH2:1]([N:8]1[C:13](=[O:14])[CH:12]=[C:11]([CH:15](O)[CH3:16])[C:10]([C:18]2[CH:23]=[CH:22][CH:21]=[CH:20][CH:19]=2)=[N:9]1)[C:2]1[CH:7]=[CH:6][CH:5]=[CH:4][CH:3]=1.[I:24][C:25]1[C:33]2[C:28](=[N:29][CH:30]=[N:31][C:32]=2[NH2:34])[NH:27][N:26]=1.C1C=CC(P(C2C=CC=CC=2)C2C=CC=CC=2)=CC=1.CC(OC(/N=N/C(OC(C)C)=O)=O)C.